This data is from Full USPTO retrosynthesis dataset with 1.9M reactions from patents (1976-2016). The task is: Predict the reactants needed to synthesize the given product. The reactants are: Br[C:2]1[CH:3]=[C:4]([CH:25]=[CH:26][N:27]=1)[C:5]([NH:7][C:8]1[S:9][C:10]2[C:16]([N:17]3[CH2:22][CH2:21][O:20][CH2:19][CH2:18]3)=[CH:15][CH:14]=[C:13]([O:23][CH3:24])[C:11]=2[N:12]=1)=[O:6].C(=O)([O-])[O-].[Cs+].[Cs+].[CH3:34][O:35][CH2:36][CH2:37][NH:38][CH2:39][CH3:40]. Given the product [CH2:39]([N:38]([CH2:37][CH2:36][O:35][CH3:34])[C:2]1[CH:3]=[C:4]([CH:25]=[CH:26][N:27]=1)[C:5]([NH:7][C:8]1[S:9][C:10]2[C:16]([N:17]3[CH2:18][CH2:19][O:20][CH2:21][CH2:22]3)=[CH:15][CH:14]=[C:13]([O:23][CH3:24])[C:11]=2[N:12]=1)=[O:6])[CH3:40], predict the reactants needed to synthesize it.